From a dataset of Reaction yield outcomes from USPTO patents with 853,638 reactions. Predict the reaction yield, written as a fraction of the theoretical maximum amount of product (1.0 means a 100% yield; for example, 0.34 means a 34% yield). (1) The reactants are [OH:1][CH2:2][C@@H:3]1[CH2:8][CH2:7][CH2:6][N:5]([C:9](=[O:14])[CH2:10][CH:11]([CH3:13])[CH3:12])[CH2:4]1.[H-].[Na+].[NH2:17][C:18]1[CH:25]=[CH:24][CH:23]=[C:22](F)[C:19]=1[C:20]#[N:21]. The catalyst is C1COCC1. The product is [NH2:17][C:18]1[CH:25]=[CH:24][CH:23]=[C:22]([O:1][CH2:2][C@@H:3]2[CH2:8][CH2:7][CH2:6][N:5]([C:9](=[O:14])[CH2:10][CH:11]([CH3:12])[CH3:13])[CH2:4]2)[C:19]=1[C:20]#[N:21]. The yield is 0.410. (2) The reactants are [CH3:1][S:2][C:3]1[N:8]=[CH:7][N:6]=[C:5]([C:9]2[CH:13]3[N:14]=[CH:15][CH:16]=[CH:17][N:12]3[NH:11][C:10]=2[NH2:18])[CH:4]=1.C1C=C(Cl)C=C(C(OO)=[O:27])C=1. The catalyst is CN(C=O)C. The product is [CH3:1][S:2]([C:3]1[N:8]=[CH:7][N:6]=[C:5]([C:9]2[CH:13]3[N:14]=[CH:15][CH:16]=[CH:17][N:12]3[NH:11][C:10]=2[NH2:18])[CH:4]=1)=[O:27]. The yield is 0.667. (3) The reactants are [CH2:1]([N:8]([C:16]1[C:21]([CH3:22])=[CH:20][C:19]([O:23]C)=[C:18]([CH2:25][C:26]2[CH:31]=[CH:30][C:29]([CH:32]([CH3:34])[CH3:33])=[CH:28][CH:27]=2)[C:17]=1[CH3:35])[C:9](=[O:15])[CH2:10][C:11]([CH3:14])([CH3:13])[CH3:12])[C:2]1[CH:7]=[CH:6][CH:5]=[CH:4][CH:3]=1. The catalyst is C(OCC)(=O)C.CCCCCC. The product is [CH2:1]([N:8]([C:16]1[C:21]([CH3:22])=[CH:20][C:19]([OH:23])=[C:18]([CH2:25][C:26]2[CH:31]=[CH:30][C:29]([CH:32]([CH3:33])[CH3:34])=[CH:28][CH:27]=2)[C:17]=1[CH3:35])[C:9](=[O:15])[CH2:10][C:11]([CH3:12])([CH3:13])[CH3:14])[C:2]1[CH:3]=[CH:4][CH:5]=[CH:6][CH:7]=1. The yield is 0.830. (4) The reactants are [CH3:1][O:2][C:3]1[C:4]([CH3:31])=[C:5]([C:22]([O:29][CH3:30])=[C:23]([O:27][CH3:28])[C:24]=1[O:25][CH3:26])[CH2:6][C:7]1[CH:8]=[CH:9][C:10]([C:16]2[CH:21]=[CH:20][N:19]=[CH:18][CH:17]=2)=[C:11]([CH:15]=1)[C:12]([OH:14])=O.[F:32][C:33]([F:42])([F:41])[C:34]1[CH:40]=[CH:39][C:37]([NH2:38])=[CH:36][CH:35]=1.C(N(CC)CC)C.[Cl-].ClC1N(C)CC[NH+]1C. The catalyst is C(Cl)Cl. The product is [CH3:1][O:2][C:3]1[C:4]([CH3:31])=[C:5]([C:22]([O:29][CH3:30])=[C:23]([O:27][CH3:28])[C:24]=1[O:25][CH3:26])[CH2:6][C:7]1[CH:8]=[CH:9][C:10]([C:16]2[CH:17]=[CH:18][N:19]=[CH:20][CH:21]=2)=[C:11]([CH:15]=1)[C:12]([NH:38][C:37]1[CH:39]=[CH:40][C:34]([C:33]([F:32])([F:41])[F:42])=[CH:35][CH:36]=1)=[O:14]. The yield is 0.620. (5) The reactants are C([O:3][C:4]([C:6]1[C:10]2[CH2:11][CH2:12][C:13]3[C:18]([C:9]=2[N:8]([CH3:20])[C:7]=1[I:21])=[N:17][C:16]([NH2:19])=[N:15][CH:14]=3)=[O:5])C. The catalyst is CCO. The product is [NH2:19][C:16]1[N:17]=[C:18]2[C:13]([CH2:12][CH2:11][C:10]3[C:6]([C:4]([OH:5])=[O:3])=[C:7]([I:21])[N:8]([CH3:20])[C:9]=32)=[CH:14][N:15]=1. The yield is 0.950. (6) The reactants are [CH3:1][C:2]1[CH:22]=[C:21]([N+:23]([O-])=O)[CH:20]=[CH:19][C:3]=1[O:4][C:5]1[CH:10]=[CH:9][N:8]=[C:7]([NH:11][C:12]([N:14]2[CH2:18][CH2:17][CH2:16][CH2:15]2)=[O:13])[CH:6]=1.[Cl-].[NH4+].O.C(OCC)(=O)C. The catalyst is C(O)C.[Fe]. The product is [NH2:23][C:21]1[CH:20]=[CH:19][C:3]([O:4][C:5]2[CH:10]=[CH:9][N:8]=[C:7]([NH:11][C:12]([N:14]3[CH2:18][CH2:17][CH2:16][CH2:15]3)=[O:13])[CH:6]=2)=[C:2]([CH3:1])[CH:22]=1. The yield is 0.662. (7) The reactants are [O:1]1[C:5]2([CH2:10][CH2:9][C:8](=[O:11])[CH2:7][CH2:6]2)[O:4][CH2:3][CH2:2]1.[CH3:12][Mg]Br. The catalyst is C1COCC1. The product is [CH3:12][C:8]1([OH:11])[CH2:7][CH2:6][C:5]2([O:4][CH2:3][CH2:2][O:1]2)[CH2:10][CH2:9]1. The yield is 0.920. (8) The reactants are [SiH](CC)(CC)CC.B(F)(F)F.CCOCC.[Br:17][C:18]1[CH:19]=[C:20]([CH:24]([C:26]2[CH:31]=[CH:30][C:29]([O:32][CH2:33][CH3:34])=[CH:28][CH:27]=2)O)[CH:21]=[CH:22][CH:23]=1.C(=O)([O-])[O-].[Na+].[Na+]. The catalyst is C(Cl)(Cl)Cl. The product is [Br:17][C:18]1[CH:23]=[CH:22][CH:21]=[C:20]([CH2:24][C:26]2[CH:31]=[CH:30][C:29]([O:32][CH2:33][CH3:34])=[CH:28][CH:27]=2)[CH:19]=1. The yield is 0.760.